Dataset: Reaction yield outcomes from USPTO patents with 853,638 reactions. Task: Predict the reaction yield, written as a fraction of the theoretical maximum amount of product (1.0 means a 100% yield; for example, 0.34 means a 34% yield). (1) The reactants are Cl[C:2]1[C:7]([CH3:8])=[CH:6][N:5]=[C:4]([NH2:9])[N:3]=1.[C:10]([O:14][C:15]([C:17]1[CH:18]=[C:19](B(O)O)[CH:20]=[CH:21][CH:22]=1)=[O:16])([CH3:13])([CH3:12])[CH3:11].C([O-])([O-])=O.[Na+].[Na+]. No catalyst specified. The product is [NH2:9][C:4]1[N:3]=[C:2]([C:21]2[CH:22]=[C:17]([CH:18]=[CH:19][CH:20]=2)[C:15]([O:14][C:10]([CH3:12])([CH3:13])[CH3:11])=[O:16])[C:7]([CH3:8])=[CH:6][N:5]=1. The yield is 0.500. (2) The reactants are [C:1]([O:5][C:6]([N:8]1[CH2:13][CH2:12][N:11]([CH2:14][C:15]2[N:20]=[C:19]3[N:21]=[C:22]([C:24]4[CH:29]=[CH:28][CH:27]=[C:26]([NH2:30])[CH:25]=4)[O:23][C:18]3=[CH:17][CH:16]=2)[CH2:10][CH2:9]1)=[O:7])([CH3:4])([CH3:3])[CH3:2].Cl.[CH3:32][N:33]([CH3:43])[C:34]1[CH:35]=[C:36]([CH:40]=[CH:41][CH:42]=1)[C:37](Cl)=[O:38]. The catalyst is N1C=CC=CC=1. The product is [C:1]([O:5][C:6]([N:8]1[CH2:13][CH2:12][N:11]([CH2:14][C:15]2[N:20]=[C:19]3[N:21]=[C:22]([C:24]4[CH:29]=[CH:28][CH:27]=[C:26]([NH:30][C:37](=[O:38])[C:36]5[CH:40]=[CH:41][CH:42]=[C:34]([N:33]([CH3:32])[CH3:43])[CH:35]=5)[CH:25]=4)[O:23][C:18]3=[CH:17][CH:16]=2)[CH2:10][CH2:9]1)=[O:7])([CH3:4])([CH3:2])[CH3:3]. The yield is 0.230. (3) The reactants are [CH3:1][O:2][C:3]([C:5]1([C:8]2[CH:13]=[CH:12][C:11]([O:14][CH2:15][CH2:16][C:17]([O:19]C(C)(C)C)=[O:18])=[CH:10][CH:9]=2)[CH2:7][CH2:6]1)=[O:4]. The catalyst is Cl. The product is [CH3:1][O:2][C:3]([C:5]1([C:8]2[CH:13]=[CH:12][C:11]([O:14][CH2:15][CH2:16][C:17]([OH:19])=[O:18])=[CH:10][CH:9]=2)[CH2:7][CH2:6]1)=[O:4]. The yield is 0.960. (4) The reactants are [CH3:1][C:2]1[CH:10]=[CH:9][CH:8]=[CH:7][C:3]=1[C:4]([OH:6])=[O:5].[Br:11]Br. The catalyst is [Fe].O. The product is [Br:11][C:8]1[CH:9]=[CH:10][C:2]([CH3:1])=[C:3]([CH:7]=1)[C:4]([OH:6])=[O:5]. The yield is 0.190. (5) The reactants are [CH2:1]([C:8]1[C:12]2[C:13](=[O:30])[N:14]([C:21]3[CH:26]=[CH:25][CH:24]=[C:23]([N+:27]([O-])=O)[CH:22]=3)[C:15]3[N:16]=[CH:17][CH:18]=[CH:19][C:20]=3[C:11]=2[NH:10][N:9]=1)[C:2]1[CH:7]=[CH:6][CH:5]=[CH:4][CH:3]=1.[Sn](Cl)(Cl)(Cl)Cl.O.C(=O)([O-])[O-].[Na+].[Na+]. The catalyst is Cl. The product is [NH2:27][C:23]1[CH:22]=[C:21]([N:14]2[C:15]3[N:16]=[CH:17][CH:18]=[CH:19][C:20]=3[C:11]3[NH:10][N:9]=[C:8]([CH2:1][C:2]4[CH:3]=[CH:4][CH:5]=[CH:6][CH:7]=4)[C:12]=3[C:13]2=[O:30])[CH:26]=[CH:25][CH:24]=1. The yield is 0.700. (6) The reactants are C1([CH:7]([C:16]2[CH:21]=[CH:20][CH:19]=[CH:18][CH:17]=2)[C@H:8]([O:12][CH2:13][CH:14]=C)[CH2:9][CH:10]=C)C=CC=CC=1. The catalyst is Cl[Ru](=CC1C=CC=CC=1)([P](C1CCCCC1)(C1CCCCC1)C1CCCCC1)([P](C1CCCCC1)(C1CCCCC1)C1CCCCC1)Cl. The product is [CH:7]([C@H:8]1[CH2:9][CH:10]=[CH:14][CH2:13][O:12]1)([C:16]1[CH:21]=[CH:20][CH:19]=[CH:18][CH:17]=1)[C:16]1[CH:17]=[CH:18][CH:19]=[CH:20][CH:21]=1. The yield is 0.890. (7) The reactants are [Cl:1][C:2]1[CH:3]=[C:4]([CH:6]=[CH:7][CH:8]=1)[NH2:5].Br[CH:10]([CH3:15])[C:11]([O:13][CH3:14])=[O:12].[I-].[K+].C(=O)([O-])[O-].[K+].[K+]. The catalyst is CN(C=O)C. The product is [Cl:1][C:2]1[CH:3]=[C:4]([NH:5][CH:10]([CH3:15])[C:11]([O:13][CH3:14])=[O:12])[CH:6]=[CH:7][CH:8]=1. The yield is 0.250.